Dataset: M1 muscarinic receptor antagonist screen with 61,756 compounds. Task: Binary Classification. Given a drug SMILES string, predict its activity (active/inactive) in a high-throughput screening assay against a specified biological target. (1) The result is 0 (inactive). The drug is O1C(CN(CC1C)Cc1n(CCCCC)c2c(n1)n(c(=O)n(c2=O)C)C)C. (2) The result is 0 (inactive). The molecule is Brc1cc(C2C3=C(NC(=O)C2)CCCC3=O)ccc1. (3) The compound is S(C(C(=O)N1CCCC1)C)c1[nH]c2c(n1)ccc(c2)C. The result is 0 (inactive). (4) The drug is OC1=C(C(N(Cc2cccnc2)C1=O)c1cc(OC)c(OC)cc1)C(=O)c1occc1. The result is 0 (inactive).